This data is from Full USPTO retrosynthesis dataset with 1.9M reactions from patents (1976-2016). The task is: Predict the reactants needed to synthesize the given product. (1) Given the product [N+:18]([C:9]1[C:10]2[C:11](=[O:17])[NH:12][CH2:13][CH2:14][C:15]=2[NH:16][C:8]=1[C:6]1[CH:5]=[CH:4][N:3]=[C:2]([C:15]2[CH:27]=[N:28][C:31]3[C:9]([CH:10]=2)=[CH:8][CH:6]=[CH:5][CH:4]=3)[CH:7]=1)([O-:20])=[O:19], predict the reactants needed to synthesize it. The reactants are: Cl[C:2]1[CH:7]=[C:6]([C:8]2[NH:16][C:15]3[CH2:14][CH2:13][NH:12][C:11](=[O:17])[C:10]=3[C:9]=2[N+:18]([O-:20])=[O:19])[CH:5]=[CH:4][N:3]=1.C(=O)([O-])[O-].[Cs+].[Cs+].[CH3:27][N:28]([CH3:31])C=O. (2) Given the product [CH3:2][O:3][C:4](=[O:9])[C@H:5]([CH3:8])[CH2:6][C:11]1[CH:16]=[CH:15][C:14]([F:17])=[CH:13][N:12]=1, predict the reactants needed to synthesize it. The reactants are: [Br-].[CH3:2][O:3][C:4](=[O:9])[C@H:5]([CH3:8])[CH2:6][Zn+].Br[C:11]1[CH:16]=[CH:15][C:14]([F:17])=[CH:13][N:12]=1.C1(C)C=CC=CC=1.